Predict the product of the given reaction. From a dataset of Forward reaction prediction with 1.9M reactions from USPTO patents (1976-2016). (1) Given the reactants [OH:1][C:2]1[CH:11]=[C:10]2[C:5]([C:6](=[O:24])[C:7]([C:16]3[CH:23]=[CH:22][C:19]([C:20]#[N:21])=[CH:18][CH:17]=3)=[C:8]([C:12]([F:15])([F:14])[F:13])[O:9]2)=[CH:4][CH:3]=1.Cl.N[OH:27].C(N(CC)CC)C.C1N=CN([C:40]([N:42]2C=NC=C2)=[O:41])C=1, predict the reaction product. The product is: [OH:1][C:2]1[CH:11]=[C:10]2[C:5]([C:6](=[O:24])[C:7]([C:16]3[CH:23]=[CH:22][C:19]([C:20]4[NH:42][C:40](=[O:27])[O:41][N:21]=4)=[CH:18][CH:17]=3)=[C:8]([C:12]([F:15])([F:13])[F:14])[O:9]2)=[CH:4][CH:3]=1. (2) Given the reactants Br[C:2]1[CH:23]=[C:22]([C:24]([F:27])([F:26])[F:25])[CH:21]=[C:20]([Cl:28])[C:3]=1[CH2:4][NH:5][C:6]1[CH:11]=[CH:10][C:9]([C:12]2[CH:17]=[CH:16][C:15]([Cl:18])=[CH:14][C:13]=2[Cl:19])=[CH:8][CH:7]=1.CC1(C)C(C)(C)OB([C:37]2[CH:38]=[CH:39][C:40]([C:43]([NH:45][CH2:46][CH2:47][C:48]([O:50][CH2:51][CH3:52])=[O:49])=[O:44])=[N:41][CH:42]=2)O1.C([O-])([O-])=O.[K+].[K+], predict the reaction product. The product is: [Cl:28][C:20]1[C:3]([CH2:4][NH:5][C:6]2[CH:7]=[CH:8][C:9]([C:12]3[CH:17]=[CH:16][C:15]([Cl:18])=[CH:14][C:13]=3[Cl:19])=[CH:10][CH:11]=2)=[C:2]([C:37]2[CH:38]=[CH:39][C:40]([C:43]([NH:45][CH2:46][CH2:47][C:48]([O:50][CH2:51][CH3:52])=[O:49])=[O:44])=[N:41][CH:42]=2)[CH:23]=[C:22]([C:24]([F:27])([F:25])[F:26])[CH:21]=1. (3) Given the reactants [I:1][C:2]1[C:3]([O:23][CH3:24])=[CH:4][C:5]([CH:20]([CH3:22])[CH3:21])=[C:6]([CH:19]=1)[O:7][C:8](=[CH:11]NC1C=CC=CC=1)[C:9]#[N:10].[CH3:25][C:26]1([CH3:36])[O:31][CH2:30][CH:29]([NH:32][C:33]([NH2:35])=[NH:34])[CH2:28][O:27]1.C(=O)([O-])[O-].[K+].[K+], predict the reaction product. The product is: [CH3:25][C:26]1([CH3:36])[O:27][CH2:28][CH:29]([NH:32][C:33]2[N:35]=[C:9]([NH2:10])[C:8]([O:7][C:6]3[CH:19]=[C:2]([I:1])[C:3]([O:23][CH3:24])=[CH:4][C:5]=3[CH:20]([CH3:22])[CH3:21])=[CH:11][N:34]=2)[CH2:30][O:31]1. (4) The product is: [CH2:1]([O:4][C@H:5]1[C:13]2[C:8](=[CH:9][C:10]([O:14][CH3:15])=[CH:11][CH:12]=2)[C@@H:7]([NH:16][CH2:17][C@@H:18]([OH:30])[C@@H:19]([NH:29][C:41](=[O:42])[C@@H:40]([N:37]2[CH2:38][CH2:39][C@H:35]([CH2:31][CH2:32][CH2:33][CH3:34])[C:36]2=[O:47])[CH2:44][CH:45]=[CH2:46])[CH2:20][C:21]2[CH:22]=[C:23]([F:28])[CH:24]=[C:25]([F:27])[CH:26]=2)[CH2:6]1)[CH:2]=[CH2:3]. Given the reactants [CH2:1]([O:4][C@H:5]1[C:13]2[C:8](=[CH:9][C:10]([O:14][CH3:15])=[CH:11][CH:12]=2)[C@@H:7]([NH:16][CH2:17][C@@H:18]([OH:30])[C@@H:19]([NH2:29])[CH2:20][C:21]2[CH:26]=[C:25]([F:27])[CH:24]=[C:23]([F:28])[CH:22]=2)[CH2:6]1)[CH:2]=[CH2:3].[CH2:31]([C@H:35]1[CH2:39][CH2:38][N:37]([C@@H:40]([CH2:44][CH:45]=[CH2:46])[C:41](O)=[O:42])[C:36]1=[O:47])[CH2:32][CH2:33][CH3:34].C(Cl)CCl.C1C=CC2N(O)N=NC=2C=1.CCN(C(C)C)C(C)C, predict the reaction product. (5) Given the reactants [F:1][C:2]([F:30])([O:15][C:16]1[CH:21]=[CH:20][C:19]([O:22][CH2:23][CH2:24][CH2:25][C:26]([F:29])([F:28])[F:27])=[CH:18][CH:17]=1)[C:3]1[CH:8]=[CH:7][C:6](/[CH:9]=[CH:10]/[C:11]([O:13]C)=[O:12])=[CH:5][CH:4]=1.[OH-].[Na+].Cl, predict the reaction product. The product is: [F:1][C:2]([F:30])([O:15][C:16]1[CH:21]=[CH:20][C:19]([O:22][CH2:23][CH2:24][CH2:25][C:26]([F:29])([F:28])[F:27])=[CH:18][CH:17]=1)[C:3]1[CH:8]=[CH:7][C:6](/[CH:9]=[CH:10]/[C:11]([OH:13])=[O:12])=[CH:5][CH:4]=1. (6) Given the reactants [F:1][C:2]1[CH:3]=[C:4](B(O)O)[CH:5]=[CH:6][C:7]=1[O:8][CH2:9][CH3:10].OO.O.S([O-])(O)=[O:18].[Na+], predict the reaction product. The product is: [F:1][C:2]1[CH:3]=[C:4]([OH:18])[CH:5]=[CH:6][C:7]=1[O:8][CH2:9][CH3:10].